Dataset: Forward reaction prediction with 1.9M reactions from USPTO patents (1976-2016). Task: Predict the product of the given reaction. (1) Given the reactants [Br:1][C:2]1[C:3](Cl)=[N:4][C:5]([Cl:8])=[N:6][CH:7]=1.C([O-])([O-])=O.[K+].[K+].[CH3:16][C:17]1[NH:21][N:20]=[C:19]([C:22]([F:25])([F:24])[F:23])[CH:18]=1, predict the reaction product. The product is: [Br:1][C:2]1[C:3]([N:21]2[C:17]([CH3:16])=[CH:18][C:19]([C:22]([F:25])([F:24])[F:23])=[N:20]2)=[N:4][C:5]([Cl:8])=[N:6][CH:7]=1. (2) Given the reactants [F:1][C:2]([F:28])([F:27])[C@H:3]1[CH2:8][CH2:7][C@H:6]([NH:9][C:10](=[O:26])[C:11]2[C:16]([C:17]34[CH2:22][CH:21]3[CH2:20][NH:19][CH2:18]4)=[C:15](N)[C:14]([NH:24][CH3:25])=[CH:13][CH:12]=2)[CH2:5][CH2:4]1.[C:29]([O:33][C:34](=[O:48])[NH:35][CH2:36][C:37]1[CH:42]=[CH:41][C:40]([Cl:43])=[C:39]([N:44]=[C:45]=S)[C:38]=1[Cl:47])([CH3:32])([CH3:31])[CH3:30].CC(C)[N:51]=C=NC(C)C, predict the reaction product. The product is: [F:1][C:2]([F:28])([F:27])[C@H:3]1[CH2:8][CH2:7][C@H:6]([NH:9][C:10]([C:11]2[C:16]([C:17]34[CH2:22][CH:21]3[CH2:20][NH:19][CH2:18]4)=[CH:15][C:14]3[N:24]([CH3:25])[C:45]([NH:44][C:39]4[C:40]([Cl:43])=[CH:41][CH:42]=[C:37]([CH2:36][NH:35][C:34]([O:33][C:29]([CH3:32])([CH3:31])[CH3:30])=[O:48])[C:38]=4[Cl:47])=[N:51][C:13]=3[CH:12]=2)=[O:26])[CH2:5][CH2:4]1.